This data is from NCI-60 drug combinations with 297,098 pairs across 59 cell lines. The task is: Regression. Given two drug SMILES strings and cell line genomic features, predict the synergy score measuring deviation from expected non-interaction effect. (1) Drug 1: COC1=C(C=C2C(=C1)N=CN=C2NC3=CC(=C(C=C3)F)Cl)OCCCN4CCOCC4. Drug 2: C1=NC2=C(N1)C(=S)N=CN2. Cell line: OVCAR-4. Synergy scores: CSS=36.7, Synergy_ZIP=-3.82, Synergy_Bliss=-8.80, Synergy_Loewe=-9.79, Synergy_HSA=-6.73. (2) Drug 1: CC1=C(C(=CC=C1)Cl)NC(=O)C2=CN=C(S2)NC3=CC(=NC(=N3)C)N4CCN(CC4)CCO. Drug 2: C1CC(=O)NC(=O)C1N2C(=O)C3=CC=CC=C3C2=O. Cell line: MCF7. Synergy scores: CSS=1.77, Synergy_ZIP=-1.69, Synergy_Bliss=-2.06, Synergy_Loewe=-1.12, Synergy_HSA=-1.17. (3) Drug 1: COC1=CC(=CC(=C1O)OC)C2C3C(COC3=O)C(C4=CC5=C(C=C24)OCO5)OC6C(C(C7C(O6)COC(O7)C8=CC=CS8)O)O. Drug 2: C1=CC=C(C(=C1)C(C2=CC=C(C=C2)Cl)C(Cl)Cl)Cl. Cell line: SF-268. Synergy scores: CSS=30.9, Synergy_ZIP=2.36, Synergy_Bliss=3.16, Synergy_Loewe=-29.2, Synergy_HSA=3.20.